Dataset: M1 muscarinic receptor agonist screen with 61,833 compounds. Task: Binary Classification. Given a drug SMILES string, predict its activity (active/inactive) in a high-throughput screening assay against a specified biological target. (1) The drug is O1c2cc(C3C(=CN(C=C3C(OC)=O)CCOC)C(OC)=O)ccc2OC1. The result is 0 (inactive). (2) The compound is s1c(c(c2c1nc(nc2SCc1oc(nn1)c1ccc(cc1)C)C)C)C. The result is 0 (inactive). (3) The molecule is O\C(=C1\C(N(C(=O)C1=O)c1noc(c1)C)c1ccc(cc1)C(OC)=O)c1ccc(OCCC)cc1. The result is 0 (inactive). (4) The compound is O1CCN(C=2/C(CCC2C(=O)Nc2ccccc2)=C\c2cccnc2)CC1. The result is 0 (inactive). (5) The compound is Clc1ccc(CSc2n3c(=NC(CCC(=O)NCc4occc4)C3=O)c3c(n2)cccc3)cc1. The result is 0 (inactive). (6) The molecule is S(CC(=O)N1CCC(CC1)C(=O)N)c1ncccc1. The result is 0 (inactive). (7) The drug is s1c(NC(=O)CSc2scnn2)c(c(c2oc(cc2)C)c1)C(OCC)=O. The result is 0 (inactive). (8) The compound is s1nnc(C(=O)N(C(C(=O)NC(CC)(C)C)c2c(F)cccc2)Cc2occc2)c1. The result is 0 (inactive). (9) The molecule is S(c1nc2c(c(n1)C)cc(OC)cc2)CC(OCC)=O. The result is 0 (inactive).